From a dataset of Forward reaction prediction with 1.9M reactions from USPTO patents (1976-2016). Predict the product of the given reaction. (1) Given the reactants [F:1][C:2]1[CH:3]=[C:4]([N:9]2[C:14](=[O:15])[C:13]([OH:16])=[C:12]([C:17]3[CH:22]=[CH:21][C:20]([S:23]([CH3:26])(=[O:25])=[O:24])=[CH:19][CH:18]=3)[CH:11]=[N:10]2)[CH:5]=[CH:6][C:7]=1[F:8].C1C=CC(P(C2C=CC=CC=2)C2C=CC=CC=2)=CC=1.[F:46][C:47]([F:54])([F:53])[CH:48]([CH3:52])[CH2:49][CH2:50]O.CC(OC(/N=N/C(OC(C)C)=O)=O)C, predict the reaction product. The product is: [F:1][C:2]1[CH:3]=[C:4]([N:9]2[C:14](=[O:15])[C:13]([O:16][CH2:50][CH2:49][CH:48]([C:47]([F:54])([F:53])[F:46])[CH3:52])=[C:12]([C:17]3[CH:22]=[CH:21][C:20]([S:23]([CH3:26])(=[O:25])=[O:24])=[CH:19][CH:18]=3)[CH:11]=[N:10]2)[CH:5]=[CH:6][C:7]=1[F:8]. (2) Given the reactants [Br:1][CH2:2][CH2:3][CH2:4][CH2:5][C:6]1[N:7](C2CCCCO2)[C:8]2[C:13]([N:14]=1)=[C:12]([N:15]1[CH2:20][CH2:19][O:18][CH2:17][CH2:16]1)[N:11]=[C:10]([Cl:21])[N:9]=2.C1(C)C=CC(S(O)(=O)=O)=CC=1, predict the reaction product. The product is: [Br:1][CH2:2][CH2:3][CH2:4][CH2:5][C:6]1[NH:7][C:8]2[C:13]([N:14]=1)=[C:12]([N:15]1[CH2:16][CH2:17][O:18][CH2:19][CH2:20]1)[N:11]=[C:10]([Cl:21])[N:9]=2. (3) Given the reactants [CH3:1][O:2][C:3]1[CH:11]=[C:10]2[C:6]([CH:7]=[N:8][NH:9]2)=[CH:5][C:4]=1[C:12]#[N:13].C(=O)(O)[O-].[Na+].Cl.[NH2:20][OH:21], predict the reaction product. The product is: [OH:21][NH:20][C:12]([C:4]1[CH:5]=[C:6]2[C:10](=[CH:11][C:3]=1[O:2][CH3:1])[NH:9][N:8]=[CH:7]2)=[NH:13]. (4) Given the reactants [CH:1]1([CH2:4][O:5][C:6]2[CH:30]=[CH:29][C:9]3[C:10]([CH2:13][CH2:14][CH:15]4[CH2:20][CH2:19][N:18]([CH2:21][C:22]5[S:26][C:25]([C:27]#[N:28])=[CH:24][CH:23]=5)[CH2:17][CH2:16]4)=[N:11][O:12][C:8]=3[C:7]=2[CH2:31]O)[CH2:3][CH2:2]1.CS(Cl)(=O)=O.[CH3:38][NH2:39].[Cl-].[Na+], predict the reaction product. The product is: [CH:1]1([CH2:4][O:5][C:6]2[CH:30]=[CH:29][C:9]3[C:10]([CH2:13][CH2:14][CH:15]4[CH2:20][CH2:19][N:18]([CH2:21][C:22]5[S:26][C:25]([C:27]#[N:28])=[CH:24][CH:23]=5)[CH2:17][CH2:16]4)=[N:11][O:12][C:8]=3[C:7]=2[CH2:31][NH:39][CH3:38])[CH2:3][CH2:2]1. (5) The product is: [CH3:17][C:12]1[C:11]([C:3]2[CH:2]=[N:1][CH:6]=[CH:5][CH:4]=2)=[C:15]([NH2:16])[S:14][N:13]=1. Given the reactants [N:1]1[CH:6]=[CH:5][CH:4]=[C:3](B(O)O)[CH:2]=1.Br[C:11]1[C:12]([CH3:17])=[N:13][S:14][C:15]=1[NH2:16].C([O-])([O-])=O.[Na+].[Na+], predict the reaction product.